Dataset: Reaction yield outcomes from USPTO patents with 853,638 reactions. Task: Predict the reaction yield, written as a fraction of the theoretical maximum amount of product (1.0 means a 100% yield; for example, 0.34 means a 34% yield). (1) The reactants are Cl[C:2]1[CH:11]=[CH:10][C:9]2[C:4](=[CH:5][CH:6]=[C:7]([C:12]3[C:20]4[C:15](=[N:16][CH:17]=[N:18][C:19]=4[NH2:21])[N:14]([CH:22]([CH3:24])[CH3:23])[N:13]=3)[CH:8]=2)[N:3]=1.C([NH2:28])(=O)C.C([O-])([O-])=O.[K+].[K+]. No catalyst specified. The product is [NH2:21][C:19]1[N:18]=[CH:17][N:16]=[C:15]2[N:14]([CH:22]([CH3:23])[CH3:24])[N:13]=[C:12]([C:7]3[CH:8]=[C:9]4[C:4](=[CH:5][CH:6]=3)[N:3]=[C:2]([NH2:28])[CH:11]=[CH:10]4)[C:20]=12. The yield is 0.460. (2) The reactants are [F:1][C:2]1[CH:3]=[C:4]([NH2:28])[CH:5]=[CH:6][C:7]=1[O:8][C:9]1[CH:14]=[CH:13][N:12]=[C:11]2[CH:15]=[C:16]([C:18]3[CH:23]=[CH:22][C:21]([S:24]([CH3:27])(=[O:26])=[O:25])=[CH:20][CH:19]=3)[S:17][C:10]=12.[C:29]1([CH2:35][C:36]([N:38]=[C:39]=[S:40])=[O:37])[CH:34]=[CH:33][CH:32]=[CH:31][CH:30]=1. The catalyst is C1COCC1. The product is [F:1][C:2]1[CH:3]=[C:4]([NH:28][C:39]([NH:38][C:36](=[O:37])[CH2:35][C:29]2[CH:30]=[CH:31][CH:32]=[CH:33][CH:34]=2)=[S:40])[CH:5]=[CH:6][C:7]=1[O:8][C:9]1[CH:14]=[CH:13][N:12]=[C:11]2[CH:15]=[C:16]([C:18]3[CH:19]=[CH:20][C:21]([S:24]([CH3:27])(=[O:25])=[O:26])=[CH:22][CH:23]=3)[S:17][C:10]=12. The yield is 0.530. (3) The reactants are [CH2:1]([N:4]1[C:13]2[C:8](=[CH:9][C:10]([F:14])=[CH:11][CH:12]=2)[N:7]([C:15](=[O:24])[C:16]2[CH:21]=[CH:20][C:19]([O:22]C)=[CH:18][CH:17]=2)[C@H:6]([CH2:25][CH3:26])[C:5]1=[O:27])[CH:2]=[CH2:3].C([C@H]1N(C(=O)C2C=CC(O)=CC=2)C2C(=CC(F)=CC=2)N(C)C1=O)C. No catalyst specified. The product is [CH2:1]([N:4]1[C:13]2[C:8](=[CH:9][C:10]([F:14])=[CH:11][CH:12]=2)[N:7]([C:15](=[O:24])[C:16]2[CH:17]=[CH:18][C:19]([OH:22])=[CH:20][CH:21]=2)[C@H:6]([CH2:25][CH3:26])[C:5]1=[O:27])[CH:2]=[CH2:3]. The yield is 0.970. (4) The reactants are C[O:2][C:3]([C:5]1[S:6][C:7]([C:27]#[C:28][C:29]([CH3:32])([CH3:31])[CH3:30])=[CH:8][C:9]=1[N:10]([C:18]([CH:20]1[CH2:25][CH2:24][CH:23]([CH3:26])[CH2:22][CH2:21]1)=[O:19])[CH:11]1[CH2:16][CH2:15][C:14](=O)[CH2:13][CH2:12]1)=[O:4].[CH3:33][N:34]([C:36]1[CH:41]=[CH:40][CH:39]=[CH:38][N:37]=1)[NH2:35].CC(O)=O.[BH-](OC(C)=O)(OC(C)=O)OC(C)=O.[Na+].C([O-])(O)=O.[Na+].[OH-].[Li+].C(O)(C(F)(F)F)=O. The catalyst is ClCCCl.[Cl-].[Na+].O.O.CO. The product is [CH3:30][C:29]([CH3:32])([CH3:31])[C:28]#[C:27][C:7]1[S:6][C:5]([C:3]([OH:2])=[O:4])=[C:9]([N:10]([C:18]([CH:20]2[CH2:21][CH2:22][CH:23]([CH3:26])[CH2:24][CH2:25]2)=[O:19])[CH:11]2[CH2:12][CH2:13][CH:14]([NH:35][N:34]([CH3:33])[C:36]3[CH:41]=[CH:40][CH:39]=[CH:38][N:37]=3)[CH2:15][CH2:16]2)[CH:8]=1. The yield is 0.370. (5) The reactants are [Cl:1][C:2]([Cl:7])([Cl:6])[C:3](O)=[O:4].ClC(Cl)(Cl)C([O-])=O.[Na+].[CH3:16][N:17]1[CH2:22][CH2:21][N:20]([C:23]2[CH:30]=[CH:29][C:26](C=O)=[CH:25][CH:24]=2)[CH2:19][CH2:18]1. The catalyst is CN(C)C=O. The product is [Cl:1][C:2]([Cl:7])([Cl:6])[CH:3]([C:26]1[CH:25]=[CH:24][C:23]([N:20]2[CH2:21][CH2:22][N:17]([CH3:16])[CH2:18][CH2:19]2)=[CH:30][CH:29]=1)[OH:4]. The yield is 0.820. (6) The yield is 0.400. The catalyst is C(Cl)Cl. The reactants are [CH3:1][C:2]1[CH:7]=[CH:6][C:5]([S:8]([O:11][CH2:12][C@@H:13]2[O:18][C:17]3[C:19](C=O)=[C:20]([NH:23][C:24]([O:26][CH2:27][C:28]4[CH:33]=[CH:32][CH:31]=[CH:30][CH:29]=4)=[O:25])[CH:21]=[CH:22][C:16]=3[O:15][CH2:14]2)(=[O:10])=[O:9])=[CH:4][CH:3]=1.ClC1C=C(C=CC=1)C(OO)=[O:41]. The product is [CH3:1][C:2]1[CH:3]=[CH:4][C:5]([S:8]([O:11][CH2:12][CH:13]2[O:18][C:17]3[C:19]([OH:41])=[C:20]([NH:23][C:24]([O:26][CH2:27][C:28]4[CH:33]=[CH:32][CH:31]=[CH:30][CH:29]=4)=[O:25])[CH:21]=[CH:22][C:16]=3[O:15][CH2:14]2)(=[O:9])=[O:10])=[CH:6][CH:7]=1. (7) The reactants are [Cl:1][C:2]1[C:3]([C:45](=[O:55])[N:46]([CH2:51][CH2:52][CH2:53][CH3:54])[CH2:47][CH2:48][CH2:49][CH3:50])=[N:4][N:5]([C:8]2[CH:32]=[CH:31][C:11]([C:12]([NH:14][S:15]([C:18]3[CH:27]=[C:26]4[C:21]([CH:22]=[CH:23][C:24]([C:28](O)=[O:29])=[CH:25]4)=[CH:20][CH:19]=3)(=[O:17])=[O:16])=[O:13])=[CH:10][C:9]=2[C:33]([N:35]2[CH2:44][CH2:43][C:42]3[C:37](=[CH:38][CH:39]=[CH:40][CH:41]=3)[CH2:36]2)=[O:34])[C:6]=1[CH3:7].[NH:56]1[CH2:61][CH2:60][O:59][CH2:58][CH2:57]1. No catalyst specified. The product is [CH2:47]([N:46]([CH2:51][CH2:52][CH2:53][CH3:54])[C:45]([C:3]1[C:2]([Cl:1])=[C:6]([CH3:7])[N:5]([C:8]2[CH:32]=[CH:31][C:11]([C:12](=[O:13])[NH:14][S:15]([C:18]3[CH:19]=[CH:20][C:21]4[C:26](=[CH:25][C:24]([C:28]([N:56]5[CH2:61][CH2:60][O:59][CH2:58][CH2:57]5)=[O:29])=[CH:23][CH:22]=4)[CH:27]=3)(=[O:16])=[O:17])=[CH:10][C:9]=2[C:33]([N:35]2[CH2:44][CH2:43][C:42]3[C:37](=[CH:38][CH:39]=[CH:40][CH:41]=3)[CH2:36]2)=[O:34])[N:4]=1)=[O:55])[CH2:48][CH2:49][CH3:50]. The yield is 0.200. (8) The reactants are [CH2:1]([N:8]([CH:12]1[CH2:17][CH2:16][N:15]([C:18]2[CH:23]=[CH:22][C:21]([C:24]3[NH:33][C:32](=[O:34])[C:31]4[C:26](=[CH:27][C:28]([O:37][CH3:38])=[CH:29][C:30]=4[O:35][CH3:36])[N:25]=3)=[CH:20][N:19]=2)[CH2:14][CH2:13]1)C(=O)C)[C:2]1[CH:7]=[CH:6][CH:5]=[CH:4][CH:3]=1.[OH-].[Na+]. The catalyst is Cl. The product is [CH2:1]([NH:8][CH:12]1[CH2:13][CH2:14][N:15]([C:18]2[N:19]=[CH:20][C:21]([C:24]3[NH:33][C:32](=[O:34])[C:31]4[C:26](=[CH:27][C:28]([O:37][CH3:38])=[CH:29][C:30]=4[O:35][CH3:36])[N:25]=3)=[CH:22][CH:23]=2)[CH2:16][CH2:17]1)[C:2]1[CH:7]=[CH:6][CH:5]=[CH:4][CH:3]=1. The yield is 0.600. (9) The reactants are [N:1]1[CH:6]=[CH:5][CH:4]=[CH:3][C:2]=1[S:7][C:8]1[CH:9]=[C:10]([O:16][C:17]2[C:18]([CH3:24])=[N:19][N:20]([CH3:23])[C:21]=2[CH3:22])[C:11]([C:14]#[N:15])=[N:12][CH:13]=1.S(=O)(=O)(O)[OH:26].[OH-].[Na+]. The catalyst is O. The product is [N:1]1[CH:6]=[CH:5][CH:4]=[CH:3][C:2]=1[S:7][C:8]1[CH:9]=[C:10]([O:16][C:17]2[C:18]([CH3:24])=[N:19][N:20]([CH3:23])[C:21]=2[CH3:22])[C:11]([C:14]([NH2:15])=[O:26])=[N:12][CH:13]=1. The yield is 0.890. (10) The catalyst is ClCCl. The reactants are [CH3:1][C:2]([CH3:17])([CH3:16])[C:3]#[C:4][C:5]1[CH:11]=[C:10]([N+:12]([O-:14])=[O:13])[C:9]([F:15])=[CH:8][C:6]=1[NH2:7].CCN(CC)CC.[C:25](Cl)(=[O:29])[CH2:26][CH2:27][CH3:28].O. The product is [CH3:1][C:2]([CH3:17])([CH3:16])[C:3]#[C:4][C:5]1[CH:11]=[C:10]([N+:12]([O-:14])=[O:13])[C:9]([F:15])=[CH:8][C:6]=1[NH:7][C:25](=[O:29])[CH2:26][CH2:27][CH3:28]. The yield is 0.670.